From a dataset of Forward reaction prediction with 1.9M reactions from USPTO patents (1976-2016). Predict the product of the given reaction. Given the reactants [S:1]([NH2:5])([NH2:4])(=[O:3])=[O:2].[H-].[Na+].Br[CH2:9][CH2:10][CH2:11][O:12][CH2:13][C:14]1[CH:19]=[CH:18][CH:17]=[CH:16][CH:15]=1.Cl, predict the reaction product. The product is: [CH2:13]([O:12][CH2:11][CH2:10][CH2:9][NH:4][S:1]([NH2:5])(=[O:3])=[O:2])[C:14]1[CH:19]=[CH:18][CH:17]=[CH:16][CH:15]=1.